The task is: Regression. Given a peptide amino acid sequence and an MHC pseudo amino acid sequence, predict their binding affinity value. This is MHC class I binding data.. This data is from Peptide-MHC class I binding affinity with 185,985 pairs from IEDB/IMGT. (1) The peptide sequence is KLITQPLPA. The MHC is HLA-B15:01 with pseudo-sequence HLA-B15:01. The binding affinity (normalized) is 0.0847. (2) The peptide sequence is TYLQSLASL. The MHC is HLA-A29:02 with pseudo-sequence HLA-A29:02. The binding affinity (normalized) is 0.213. (3) The peptide sequence is CTLYVTVFY. The MHC is Mamu-A20102 with pseudo-sequence Mamu-A20102. The binding affinity (normalized) is 0.143. (4) The peptide sequence is IASSMKGENV. The MHC is HLA-A02:03 with pseudo-sequence HLA-A02:03. The binding affinity (normalized) is 0.253. (5) The peptide sequence is SLTSLLKTHR. The binding affinity (normalized) is 0.570. The MHC is HLA-A31:01 with pseudo-sequence HLA-A31:01. (6) The peptide sequence is NHINVELHL. The MHC is HLA-B38:01 with pseudo-sequence HLA-B38:01. The binding affinity (normalized) is 0.527. (7) The peptide sequence is VTENKKIQY. The MHC is HLA-B51:01 with pseudo-sequence HLA-B51:01. The binding affinity (normalized) is 0.0847. (8) The peptide sequence is IQDEIVAAY. The MHC is HLA-A26:02 with pseudo-sequence HLA-A26:02. The binding affinity (normalized) is 0.0847.